This data is from Forward reaction prediction with 1.9M reactions from USPTO patents (1976-2016). The task is: Predict the product of the given reaction. (1) Given the reactants [OH:1][C:2]1[CH:3]=[C:4]([CH:8]=[CH:9][C:10]=1[CH3:11])[C:5]([OH:7])=[O:6].[C:12](=O)(O)[O-].[Na+], predict the reaction product. The product is: [CH3:12][O:6][C:5](=[O:7])[C:4]1[CH:8]=[CH:9][C:10]([CH3:11])=[C:2]([OH:1])[CH:3]=1. (2) Given the reactants [OH:1][C@H:2]([C:21]1[CH:22]=[N:23][CH:24]=[CH:25][CH:26]=1)[CH2:3][NH:4][C@H:5]([CH3:20])[CH2:6][C:7]1[C:15]2[C:10](=[C:11]([C:16]([O:18]C)=[O:17])[CH:12]=[CH:13][CH:14]=2)[NH:9][CH:8]=1.[OH-].[K+].CO, predict the reaction product. The product is: [OH:1][C@H:2]([C:21]1[CH:22]=[N:23][CH:24]=[CH:25][CH:26]=1)[CH2:3][NH:4][C@H:5]([CH3:20])[CH2:6][C:7]1[C:15]2[C:10](=[C:11]([C:16]([OH:18])=[O:17])[CH:12]=[CH:13][CH:14]=2)[NH:9][CH:8]=1. (3) Given the reactants [F:1][C:2]1[CH:3]=[C:4]([CH2:17][OH:18])[CH:5]=[C:6]([F:16])[C:7]=1[O:8][C:9]1[CH:14]=[CH:13][C:12]([F:15])=[CH:11][CH:10]=1.Cl[C:20]1[CH:36]=[C:24]2[N:25](C(OC(C)(C)C)=O)[CH2:26][CH2:27][CH2:28][N:23]2[C:22](=[O:37])[N:21]=1, predict the reaction product. The product is: [F:1][C:2]1[CH:3]=[C:4]([CH:5]=[C:6]([F:16])[C:7]=1[O:8][C:9]1[CH:10]=[CH:11][C:12]([F:15])=[CH:13][CH:14]=1)[CH2:17][O:18][C:20]1[CH:36]=[C:24]2[NH:25][CH2:26][CH2:27][CH2:28][N:23]2[C:22](=[O:37])[N:21]=1. (4) Given the reactants [CH3:1][C:2]1([CH3:16])[C:7](=[O:8])[NH:6][C:5]2[CH:9]=[C:10]([N+:13]([O-:15])=[O:14])[CH:11]=[CH:12][C:4]=2[O:3]1.CI.[C:19]([O-])([O-])=O.[K+].[K+], predict the reaction product. The product is: [CH3:1][C:2]1([CH3:16])[C:7](=[O:8])[N:6]([CH3:19])[C:5]2[CH:9]=[C:10]([N+:13]([O-:15])=[O:14])[CH:11]=[CH:12][C:4]=2[O:3]1. (5) Given the reactants [NH:1]([C:3]1[N:12]=[C:11]([C:13]([F:16])([F:15])[F:14])[CH:10]=[CH:9][C:4]=1[C:5]([O:7][CH3:8])=[O:6])[NH2:2].C(N(CC)CC)C.[CH3:24][O:25][CH2:26][C:27](Cl)=[O:28], predict the reaction product. The product is: [CH3:24][O:25][CH2:26][C:27]([NH:2][NH:1][C:3]1[N:12]=[C:11]([C:13]([F:16])([F:14])[F:15])[CH:10]=[CH:9][C:4]=1[C:5]([O:7][CH3:8])=[O:6])=[O:28]. (6) Given the reactants [CH3:1][N:2]1[CH2:7][CH2:6][C:5](=[O:8])[CH2:4][CH2:3]1.CCN(CC)CC.Cl[Si:17]([CH3:20])([CH3:19])[CH3:18], predict the reaction product. The product is: [CH3:1][N:2]1[CH2:7][CH:6]=[C:5]([O:8][Si:17]([CH3:20])([CH3:19])[CH3:18])[CH2:4][CH2:3]1. (7) The product is: [Br:1][C:2]1[C:3]([O:11][CH3:12])=[CH:4][CH:5]=[CH:6][C:7]=1[NH2:8]. Given the reactants [Br:1][C:2]1[C:7]([N+:8]([O-])=O)=[CH:6][CH:5]=[CH:4][C:3]=1[O:11][CH3:12].C([O-])([O-])=O.[Na+].[Na+], predict the reaction product. (8) The product is: [N+:15]([C:10]1[CH:11]=[CH:12][CH:13]=[CH:14][C:9]=1[NH:7][CH:4]1[CH2:5][CH2:6][O:1][CH2:2][CH2:3]1)([O-:17])=[O:16]. Given the reactants [O:1]1[CH2:6][CH2:5][CH:4]([NH2:7])[CH2:3][CH2:2]1.F[C:9]1[CH:14]=[CH:13][CH:12]=[CH:11][C:10]=1[N+:15]([O-:17])=[O:16].C(=O)([O-])[O-].[K+].[K+], predict the reaction product.